Dataset: Forward reaction prediction with 1.9M reactions from USPTO patents (1976-2016). Task: Predict the product of the given reaction. Given the reactants [H-].[Al+3].[Li+].[H-].[H-].[H-].[Br:7][C:8]1[CH:9]=[C:10]([CH:14]=[C:15]([O:17][CH3:18])[CH:16]=1)[C:11](O)=[O:12], predict the reaction product. The product is: [Br:7][C:8]1[CH:9]=[C:10]([CH2:11][OH:12])[CH:14]=[C:15]([O:17][CH3:18])[CH:16]=1.